This data is from Peptide-MHC class II binding affinity with 134,281 pairs from IEDB. The task is: Regression. Given a peptide amino acid sequence and an MHC pseudo amino acid sequence, predict their binding affinity value. This is MHC class II binding data. (1) The MHC is DRB1_1501 with pseudo-sequence DRB1_1501. The peptide sequence is HVVIEAYTAAVELMP. The binding affinity (normalized) is 0.200. (2) The MHC is HLA-DQA10102-DQB10602 with pseudo-sequence HLA-DQA10102-DQB10602. The binding affinity (normalized) is 0.159. The peptide sequence is ARTDLLAFTAFPKKI. (3) The peptide sequence is SQDLELSWNLNKLQAY. The MHC is DRB1_0401 with pseudo-sequence DRB1_0401. The binding affinity (normalized) is 0.340. (4) The peptide sequence is RDLLLIVTRIVELLGR. The MHC is DRB1_1201 with pseudo-sequence DRB1_1201. The binding affinity (normalized) is 0.388. (5) The peptide sequence is EVIPTAFKIGKTYTP. The MHC is DRB1_1602 with pseudo-sequence DRB1_1602. The binding affinity (normalized) is 0.141. (6) The peptide sequence is HDIYIVMPVFIIKR. The MHC is DRB1_1201 with pseudo-sequence DRB1_1201. The binding affinity (normalized) is 0.387. (7) The peptide sequence is TAAVELARALVRAVA. The MHC is DRB1_0701 with pseudo-sequence DRB1_0701. The binding affinity (normalized) is 0.558. (8) The peptide sequence is TDTTPFGQQRVFKEK. The MHC is DRB1_1101 with pseudo-sequence DRB1_1101. The binding affinity (normalized) is 0.0410.